From a dataset of NCI-60 drug combinations with 297,098 pairs across 59 cell lines. Regression. Given two drug SMILES strings and cell line genomic features, predict the synergy score measuring deviation from expected non-interaction effect. (1) Cell line: COLO 205. Synergy scores: CSS=54.6, Synergy_ZIP=1.76, Synergy_Bliss=-0.130, Synergy_Loewe=-42.1, Synergy_HSA=-1.72. Drug 2: CCC1(CC2CC(C3=C(CCN(C2)C1)C4=CC=CC=C4N3)(C5=C(C=C6C(=C5)C78CCN9C7C(C=CC9)(C(C(C8N6C)(C(=O)OC)O)OC(=O)C)CC)OC)C(=O)OC)O.OS(=O)(=O)O. Drug 1: CC1=CC2C(CCC3(C2CCC3(C(=O)C)OC(=O)C)C)C4(C1=CC(=O)CC4)C. (2) Drug 1: CC1CCC2CC(C(=CC=CC=CC(CC(C(=O)C(C(C(=CC(C(=O)CC(OC(=O)C3CCCCN3C(=O)C(=O)C1(O2)O)C(C)CC4CCC(C(C4)OC)O)C)C)O)OC)C)C)C)OC. Drug 2: C1=NNC2=C1C(=O)NC=N2. Cell line: LOX IMVI. Synergy scores: CSS=29.1, Synergy_ZIP=-8.30, Synergy_Bliss=-1.33, Synergy_Loewe=-19.3, Synergy_HSA=-0.603.